Dataset: Full USPTO retrosynthesis dataset with 1.9M reactions from patents (1976-2016). Task: Predict the reactants needed to synthesize the given product. (1) Given the product [CH2:1]([C:5]1[CH:6]=[CH:7][C:8]([C:11]([N:13]2[CH2:18][CH2:17][CH:16]([N:19]3[C:23]4[CH:24]=[CH:25][CH:26]=[CH:27][C:22]=4[N:21]=[C:20]3[S:28][CH3:31])[CH2:15][CH2:14]2)=[O:12])=[CH:9][CH:10]=1)[CH2:2][CH2:3][CH3:4], predict the reactants needed to synthesize it. The reactants are: [CH2:1]([C:5]1[CH:10]=[CH:9][C:8]([C:11]([N:13]2[CH2:18][CH2:17][CH:16]([N:19]3[C:23]4[CH:24]=[CH:25][CH:26]=[CH:27][C:22]=4[NH:21][C:20]3=[S:28])[CH2:15][CH2:14]2)=[O:12])=[CH:7][CH:6]=1)[CH2:2][CH2:3][CH3:4].CI.[C:31](=O)([O-])[O-].[K+].[K+]. (2) Given the product [CH2:1]([O:8][C:9](=[O:18])[NH:10][C:11]1([CH3:17])[CH2:16][CH2:15][N:14]([C:20]2[CH:25]=[CH:24][CH:23]=[CH:22][N:21]=2)[CH2:13][CH2:12]1)[C:2]1[CH:7]=[CH:6][CH:5]=[CH:4][CH:3]=1, predict the reactants needed to synthesize it. The reactants are: [CH2:1]([O:8][C:9](=[O:18])[NH:10][C:11]1([CH3:17])[CH2:16][CH2:15][NH:14][CH2:13][CH2:12]1)[C:2]1[CH:7]=[CH:6][CH:5]=[CH:4][CH:3]=1.F[C:20]1[CH:25]=[CH:24][CH:23]=[CH:22][N:21]=1. (3) The reactants are: C(NC(C)C)(C)C.C([Li])CCC.[F:13][C:14]1[CH:19]=[CH:18][CH:17]=[CH:16][N:15]=1.[CH:20](=[O:23])[CH2:21][CH3:22]. Given the product [F:13][C:14]1[C:19]([CH:20]([OH:23])[CH2:21][CH3:22])=[CH:18][CH:17]=[CH:16][N:15]=1, predict the reactants needed to synthesize it. (4) Given the product [F:22][C:4]1([F:23])[CH2:5][C:6]2[C:7](=[CH:8][N:9]([CH2:11][C:12]3[CH:17]=[CH:16][C:15]([O:18][CH3:19])=[CH:14][CH:13]=3)[N:10]=2)[C:20]2[N:34]=[C:32]([NH:31][C:27]3[N:26]=[C:25]([CH3:24])[CH:30]=[CH:29][N:28]=3)[S:33][C:2]=2[CH2:3]1, predict the reactants needed to synthesize it. The reactants are: Br[CH:2]1[C:20](=O)[C:7]2=[CH:8][N:9]([CH2:11][C:12]3[CH:17]=[CH:16][C:15]([O:18][CH3:19])=[CH:14][CH:13]=3)[N:10]=[C:6]2[CH2:5][C:4]([F:23])([F:22])[CH2:3]1.[CH3:24][C:25]1[CH:30]=[CH:29][N:28]=[C:27]([NH:31][C:32]([NH2:34])=[S:33])[N:26]=1. (5) Given the product [C:5]([O:4][CH:1]1[C:10]2=[N:9][CH:14]=[CH:13][CH:12]=[C:11]2[CH2:15][CH2:2]1)(=[O:7])[CH3:6], predict the reactants needed to synthesize it. The reactants are: [C:1]([O:4][C:5](=[O:7])[CH3:6])(=O)[CH3:2].O.[N+:9]1([O-])[CH:14]=[CH:13][CH:12]=[C:11]2[CH2:15]CC[C:10]=12. (6) The reactants are: [CH2:1]([O:3][C:4](=[O:15])[CH:5]([C:7]1[CH:12]=[CH:11][C:10]([OH:13])=[C:9]([NH2:14])[CH:8]=1)[CH3:6])[CH3:2].C1C=CC(O[C:23](Cl)=[S:24])=CC=1.C1CCN2C(=NCCC2)CC1.O. Given the product [CH2:1]([O:3][C:4](=[O:15])[CH:5]([C:7]1[CH:12]=[CH:11][C:10]2[O:13][C:23](=[S:24])[NH:14][C:9]=2[CH:8]=1)[CH3:6])[CH3:2], predict the reactants needed to synthesize it. (7) Given the product [Br:1][C:2]1[CH:3]=[C:4]([C:11]#[N:12])[C:5]2[CH:6]=[N:7][N:8]([S:21]([C:15]3[CH:20]=[CH:19][CH:18]=[CH:17][CH:16]=3)(=[O:23])=[O:22])[C:9]=2[CH:10]=1, predict the reactants needed to synthesize it. The reactants are: [Br:1][C:2]1[CH:3]=[C:4]([C:11]#[N:12])[C:5]2[CH:6]=[N:7][NH:8][C:9]=2[CH:10]=1.[H-].[Na+].[C:15]1([S:21](Cl)(=[O:23])=[O:22])[CH:20]=[CH:19][CH:18]=[CH:17][CH:16]=1. (8) Given the product [CH:1]1([CH2:6][CH:7]([C:11]2[CH:16]=[CH:15][C:14]([C:17]#[C:18][CH2:19][OH:20])=[CH:13][CH:12]=2)[C:8]([NH:27][C:28]2[S:29][CH:30]=[CH:31][N:32]=2)=[O:10])[CH2:2][CH2:3][CH2:4][CH2:5]1, predict the reactants needed to synthesize it. The reactants are: [CH:1]1([CH2:6][CH:7]([C:11]2[CH:16]=[CH:15][C:14]([C:17]#[C:18][CH2:19][OH:20])=[CH:13][CH:12]=2)[C:8]([OH:10])=O)[CH2:5][CH2:4][CH2:3][CH2:2]1.C(Cl)(=O)C(Cl)=O.[NH2:27][C:28]1[S:29][CH:30]=[CH:31][N:32]=1.C(N(CC)C(C)C)(C)C.